Task: Binary Classification. Given a T-cell receptor sequence (or CDR3 region) and an epitope sequence, predict whether binding occurs between them.. Dataset: TCR-epitope binding with 47,182 pairs between 192 epitopes and 23,139 TCRs (1) The epitope is KRWIILGLNK. The TCR CDR3 sequence is CASSLGQVYQPQHF. Result: 0 (the TCR does not bind to the epitope). (2) The epitope is VSFIEFVGW. The TCR CDR3 sequence is CASSISGGYEQYF. Result: 0 (the TCR does not bind to the epitope). (3) The epitope is RPPIFIRRL. The TCR CDR3 sequence is CTISEWGGETQYF. Result: 0 (the TCR does not bind to the epitope).